Dataset: Full USPTO retrosynthesis dataset with 1.9M reactions from patents (1976-2016). Task: Predict the reactants needed to synthesize the given product. (1) Given the product [C:33]([O:32][C:31](=[O:37])[NH:30][C:26]1([C:23]2[CH:24]=[CH:25][C:20]([C:19]3[N:5]4[C:6]5[CH:18]=[CH:17][CH:16]=[N:15][C:7]=5[NH:8][C:9]5[CH:14]=[CH:13][CH:12]=[CH:11][C:10]=5[C:4]4=[N:3][C:2]=3[C:46]3[CH:51]=[CH:50][C:49]([N:52]4[CH2:57][CH2:56][CH2:55][CH2:54][C:53]4=[O:58])=[CH:48][CH:47]=3)=[CH:21][CH:22]=2)[CH2:29][CH2:28][CH2:27]1)([CH3:35])([CH3:34])[CH3:36], predict the reactants needed to synthesize it. The reactants are: Br[C:2]1[N:3]=[C:4]2[C:10]3[CH:11]=[CH:12][CH:13]=[CH:14][C:9]=3[NH:8][C:7]3[N:15]=[CH:16][CH:17]=[CH:18][C:6]=3[N:5]2[C:19]=1[C:20]1[CH:25]=[CH:24][C:23]([C:26]2([NH:30][C:31](=[O:37])[O:32][C:33]([CH3:36])([CH3:35])[CH3:34])[CH2:29][CH2:28][CH2:27]2)=[CH:22][CH:21]=1.CC1(C)C(C)(C)OB([C:46]2[CH:51]=[CH:50][C:49]([N:52]3[CH2:57][CH2:56][CH2:55][CH2:54][C:53]3=[O:58])=[CH:48][CH:47]=2)O1.C([O-])([O-])=O.[Na+].[Na+]. (2) Given the product [CH:22]1([N:4]([CH:1]2[CH2:3][CH2:2]2)[CH2:5][CH2:6][CH2:7][NH:8][C:9]2[CH:14]=[CH:13][C:12]([S:15]([NH2:18])(=[O:16])=[O:17])=[CH:11][C:10]=2[N+:19]([O-:21])=[O:20])[CH2:25][CH2:24][CH2:23]1, predict the reactants needed to synthesize it. The reactants are: [CH:1]1([NH:4][CH2:5][CH2:6][CH2:7][NH:8][C:9]2[CH:14]=[CH:13][C:12]([S:15]([NH2:18])(=[O:17])=[O:16])=[CH:11][C:10]=2[N+:19]([O-:21])=[O:20])[CH2:3][CH2:2]1.[C:22]1(=O)[CH2:25][CH2:24][CH2:23]1.C(O[BH-](OC(=O)C)OC(=O)C)(=O)C.[Na+]. (3) Given the product [CH3:35][CH:34]([O:25][CH2:24][C:22]1[S:23][C:19]([C:17]2[C:16]3[CH2:15][CH2:14][CH2:13][CH2:12][C:11]=3[N:10]=[C:9]([O:8][CH2:7][C:2]3[CH:3]=[CH:4][CH:5]=[CH:6][N:1]=3)[CH:18]=2)=[CH:20][N:21]=1)[CH3:39], predict the reactants needed to synthesize it. The reactants are: [N:1]1[CH:6]=[CH:5][CH:4]=[CH:3][C:2]=1[CH2:7][O:8][C:9]1[CH:18]=[C:17]([C:19]2[S:23][C:22]([CH2:24][OH:25])=[N:21][CH:20]=2)[C:16]2[CH2:15][CH2:14][CH2:13][CH2:12][C:11]=2[N:10]=1.C(Cl)Cl.C(Br)(Br)(Br)Br.[CH:34]1[CH:39]=CC(P(C2C=CC=CC=2)C2C=CC=CC=2)=C[CH:35]=1. (4) Given the product [Cl:26][C:24]1[CH:23]=[CH:22][C:21]([NH2:27])=[C:20]([N:17]2[CH2:18][CH2:19][CH:14]([N:7]3[C:8]4[CH:13]=[CH:12][CH:11]=[CH:10][C:9]=4[N:5]([CH2:4][C:3]4[CH:31]=[CH:32][CH:33]=[CH:34][C:2]=4[Cl:1])[C:6]3=[NH:30])[CH2:15][CH2:16]2)[CH:25]=1, predict the reactants needed to synthesize it. The reactants are: [Cl:1][C:2]1[CH:34]=[CH:33][CH:32]=[CH:31][C:3]=1[CH2:4][N:5]1[C:9]2[CH:10]=[CH:11][CH:12]=[CH:13][C:8]=2[N:7]([CH:14]2[CH2:19][CH2:18][N:17]([C:20]3[CH:25]=[C:24]([Cl:26])[CH:23]=[CH:22][C:21]=3[N+:27]([O-])=O)[CH2:16][CH2:15]2)[C:6]1=[NH:30].C(OC(N1C2C(=C(CN3C4C=CC=CC=4N(C4CCN(C5C=C(Cl)C=CC=5N)CC4)C3=NC(OC(C)(C)C)=O)C=CC=2)C=C1)=O)(C)(C)C.